From a dataset of Catalyst prediction with 721,799 reactions and 888 catalyst types from USPTO. Predict which catalyst facilitates the given reaction. (1) Reactant: I[C:2]1[CH:9]=[CH:8][C:5]([CH2:6][OH:7])=[CH:4][CH:3]=1.[F:10][C:11]([F:22])([F:21])[C:12]1[C:20]2[CH2:19][CH2:18][CH2:17][CH2:16][C:15]=2[NH:14][N:13]=1.CN(C)CC(O)=O.C(=O)([O-])[O-].[K+].[K+]. Product: [F:22][C:11]([F:10])([F:21])[C:12]1[C:20]2[CH2:19][CH2:18][CH2:17][CH2:16][C:15]=2[N:14]([C:2]2[CH:9]=[CH:8][C:5]([CH2:6][OH:7])=[CH:4][CH:3]=2)[N:13]=1. The catalyst class is: 156. (2) Reactant: [Br:1][C:2]1[C:3](F)=[C:4]([C:7]([F:10])=[CH:8][CH:9]=1)[CH:5]=[O:6].[CH3:12][C:13]([SH:16])([CH3:15])[CH3:14].C(=O)([O-])[O-].[K+].[K+]. Product: [Br:1][C:2]1[C:3]([S:16][C:13]([CH3:15])([CH3:14])[CH3:12])=[C:4]([C:7]([F:10])=[CH:8][CH:9]=1)[CH:5]=[O:6]. The catalyst class is: 3. (3) Reactant: [Si:1]([O:8][CH:9]([C:22]1[O:23][C:24]([C:27]([OH:29])=[O:28])=[CH:25][N:26]=1)[CH2:10][CH2:11][CH2:12][CH2:13][CH2:14][CH2:15][C:16]1[CH:21]=[CH:20][CH:19]=[CH:18][CH:17]=1)([C:4]([CH3:7])([CH3:6])[CH3:5])([CH3:3])[CH3:2].[C:30]1(C)C=CC=CC=1.[Si](C=[N+]=[N-])(C)(C)C.C(O)(=O)C. Product: [O:8]([CH:9]([C:22]1[O:23][C:24]([C:27]([O:29][CH3:30])=[O:28])=[CH:25][N:26]=1)[CH2:10][CH2:11][CH2:12][CH2:13][CH2:14][CH2:15][C:16]1[CH:21]=[CH:20][CH:19]=[CH:18][CH:17]=1)[Si:1]([C:4]([CH3:7])([CH3:5])[CH3:6])([CH3:2])[CH3:3]. The catalyst class is: 5. (4) Reactant: FC(F)(F)S(O[C:7]1[C:11]2([CH2:13][CH2:12]2)[O:10][C:9](=[O:14])[C:8]=1[C:15]1[CH:20]=[CH:19][C:18]([O:21][CH2:22][C:23]2[CH:32]=[CH:31][C:30]3[C:25](=[CH:26][CH:27]=[CH:28][CH:29]=3)[N:24]=2)=[CH:17][CH:16]=1)(=O)=O.[N:35]1[CH:40]=[CH:39][C:38](B(O)O)=[CH:37][CH:36]=1.C([O-])([O-])=O.[Na+].[Na+]. Product: [N:35]1[CH:40]=[CH:39][C:38]([C:7]2[C:11]3([CH2:12][CH2:13]3)[O:10][C:9](=[O:14])[C:8]=2[C:15]2[CH:20]=[CH:19][C:18]([O:21][CH2:22][C:23]3[CH:32]=[CH:31][C:30]4[C:25](=[CH:26][CH:27]=[CH:28][CH:29]=4)[N:24]=3)=[CH:17][CH:16]=2)=[CH:37][CH:36]=1. The catalyst class is: 70. (5) Reactant: [Cl:1][C:2]1[CH:3]=[CH:4][C:5]([NH:12][C:13](=[O:18])[CH2:14][O:15][CH2:16][CH3:17])=[C:6]([CH:11]=1)[C:7](OC)=[O:8]. Product: [Cl:1][C:2]1[CH:11]=[C:6]2[C:5](=[CH:4][CH:3]=1)[NH:12][C:13](=[O:18])[C:14]([O:15][CH2:16][CH3:17])=[C:7]2[OH:8]. The catalyst class is: 11.